Predict the reactants needed to synthesize the given product. From a dataset of Full USPTO retrosynthesis dataset with 1.9M reactions from patents (1976-2016). (1) The reactants are: C[O:2][C:3](=[O:34])[C@@H:4]([NH:11][C:12]([NH2:33])=[N:13][NH:14][C:15](=[O:32])[C@H:16]([NH:24][C:25]([O:27][C:28]([CH3:31])([CH3:30])[CH3:29])=[O:26])[CH2:17][C:18]1[CH:23]=[CH:22][CH:21]=[CH:20][CH:19]=1)[CH2:5][CH2:6][CH2:7][N+:8]([O-:10])=[O:9].O.[OH-].[Li+].O.FC(F)(F)C(O)=O. Given the product [C:28]([O:27][C:25]([NH:24][C@H:16]([CH2:17][C:18]1[CH:19]=[CH:20][CH:21]=[CH:22][CH:23]=1)[C:15]([NH:14][N:13]=[C:12]([NH2:33])[NH:11][C@@H:4]([CH2:5][CH2:6][CH2:7][N+:8]([O-:10])=[O:9])[C:3]([OH:34])=[O:2])=[O:32])=[O:26])([CH3:31])([CH3:29])[CH3:30], predict the reactants needed to synthesize it. (2) Given the product [CH:11](=[O:25])[CH2:12][CH2:13][CH2:14][CH2:15][CH2:16][CH2:17][CH2:18][CH2:19][CH2:20][CH2:21][CH2:22][CH2:23][CH3:24], predict the reactants needed to synthesize it. The reactants are: C(Cl)(=O)C(Cl)=O.CS(C)=O.[CH2:11]([OH:25])[CH2:12][CH2:13][CH2:14][CH2:15][CH2:16][CH2:17][CH2:18][CH2:19][CH2:20][CH2:21][CH2:22][CH2:23][CH3:24].C(N(CC)CC)C. (3) Given the product [CH3:35][C:36]1[CH:37]=[C:38]([C:49]([NH:12][C:13]2[CH:14]=[CH:15][C:16]([NH:19][CH2:27][CH2:28][C:29]3[CH:34]=[CH:33][CH:32]=[CH:31][N:30]=3)=[CH:17][CH:18]=2)=[O:50])[C:39]([C:42]2[CH:47]=[CH:46][C:45]([CH3:48])=[CH:44][CH:43]=2)=[CH:40][CH:41]=1, predict the reactants needed to synthesize it. The reactants are: CN(C)CCCN=C=NCC.[NH2:12][C:13]1[CH:18]=[CH:17][C:16]([N:19]([CH2:27][CH2:28][C:29]2[CH:34]=[CH:33][CH:32]=[CH:31][N:30]=2)C(=O)OC(C)(C)C)=[CH:15][CH:14]=1.[CH3:35][C:36]1[CH:37]=[C:38]([C:49](O)=[O:50])[C:39]([C:42]2[CH:47]=[CH:46][C:45]([CH3:48])=[CH:44][CH:43]=2)=[CH:40][CH:41]=1.O.ON1C2C=CC=CC=2N=N1.Cl.C(=O)([O-])[O-].[K+].[K+]. (4) Given the product [Cl:1][C:2]1[CH:7]=[C:6]([Cl:8])[CH:5]=[CH:4][C:3]=1[C:9]1[S:10](=[O:12])(=[O:36])[O:11][C:33]([CH3:32])=[C:28]([N:29]=[CH:30][CH3:31])[C:26]=1[OH:25], predict the reactants needed to synthesize it. The reactants are: [Cl:1][C:2]1[CH:7]=[C:6]([Cl:8])[CH:5]=[CH:4][C:3]=1[CH2:9][S:10](Cl)(=[O:12])=[O:11].FC1C(F)=C(F)C(F)=C(F)C=1[O:25][C:26]([C:28]1[C:33](O)=[CH:32][CH:31]=[CH:30][N:29]=1)=O.C(=O)([O-])[O-:36].[K+].[K+].